This data is from Catalyst prediction with 721,799 reactions and 888 catalyst types from USPTO. The task is: Predict which catalyst facilitates the given reaction. (1) Reactant: [CH3:1][O:2][C:3](=[O:31])[CH2:4][O:5][C:6]1[CH:15]=[CH:14][C:13]([F:16])=[C:12]2[C:7]=1[C:8]([O:27][CH:28]([F:30])[F:29])=[C:9]([CH2:19][C:20]1[CH:25]=[CH:24][C:23](Br)=[CH:22][CH:21]=1)[C:10]([CH2:17][CH3:18])=[N:11]2.[CH3:32][N:33]1[CH:37]=[CH:36][N:35]=[C:34]1[Sn](CCCC)(CCCC)CCCC. Product: [CH3:1][O:2][C:3](=[O:31])[CH2:4][O:5][C:6]1[CH:15]=[CH:14][C:13]([F:16])=[C:12]2[C:7]=1[C:8]([O:27][CH:28]([F:30])[F:29])=[C:9]([CH2:19][C:20]1[CH:25]=[CH:24][C:23]([C:34]3[N:33]([CH3:32])[CH:37]=[CH:36][N:35]=3)=[CH:22][CH:21]=1)[C:10]([CH2:17][CH3:18])=[N:11]2. The catalyst class is: 203. (2) Reactant: [C:1]([N:4]1[C:13]2[C:8](=[CH:9][C:10]([C:14]3[CH:19]=[CH:18][C:17]([CH2:20][N:21]4[CH2:26][CH2:25][CH2:24][CH2:23][CH2:22]4)=[CH:16][CH:15]=3)=[CH:11][CH:12]=2)[C@H:7]([NH:27]C=O)[CH2:6][C@@H:5]1[CH3:30])(=[O:3])[CH3:2].Cl. Product: [C:1]([N:4]1[C:13]2[C:8](=[CH:9][C:10]([C:14]3[CH:19]=[CH:18][C:17]([CH2:20][N:21]4[CH2:26][CH2:25][CH2:24][CH2:23][CH2:22]4)=[CH:16][CH:15]=3)=[CH:11][CH:12]=2)[C@H:7]([NH2:27])[CH2:6][C@@H:5]1[CH3:30])(=[O:3])[CH3:2]. The catalyst class is: 5.